From a dataset of Reaction yield outcomes from USPTO patents with 853,638 reactions. Predict the reaction yield, written as a fraction of the theoretical maximum amount of product (1.0 means a 100% yield; for example, 0.34 means a 34% yield). (1) The reactants are [C:1]([O:5]C)(=[O:4])[CH2:2][SH:3].C[O-].[Na+].Cl[C:11]1[N:15]([CH:16]2[CH2:21][CH2:20][CH2:19][CH2:18][CH2:17]2)[C:14]([C:22]2[CH:27]=[CH:26][CH:25]=[CH:24][CH:23]=2)=[N:13][C:12]=1[C:28](=O)[CH3:29].[OH-].[Na+]. The catalyst is CO. The product is [CH:16]1([N:15]2[C:11]3[S:3][C:2]([C:1]([OH:5])=[O:4])=[C:28]([CH3:29])[C:12]=3[N:13]=[C:14]2[C:22]2[CH:23]=[CH:24][CH:25]=[CH:26][CH:27]=2)[CH2:17][CH2:18][CH2:19][CH2:20][CH2:21]1. The yield is 0.150. (2) The reactants are [NH2:1][C:2]1[C:7]([NH2:8])=[C:6]([NH:9][C@@H:10]2[C@@H:15]3[CH2:16][C@@H:12]([CH:13]=[CH:14]3)[C@@H:11]2[C:17]([NH2:19])=[O:18])[C:5]([Cl:20])=[CH:4][N:3]=1.[C:21]([C:23]1[CH:24]=[C:25]([CH:28]=[CH:29][CH:30]=1)[CH:26]=O)#[N:22].C([O-])(=O)C.[NH4+]. No catalyst specified. The product is [Cl:20][C:5]1[C:6]([NH:9][C@@H:10]2[C@@H:15]3[CH2:16][C@@H:12]([CH:13]=[CH:14]3)[C@@H:11]2[C:17]([NH2:19])=[O:18])=[C:7]2[N:8]=[C:26]([C:25]3[CH:28]=[CH:29][CH:30]=[C:23]([C:21]#[N:22])[CH:24]=3)[NH:1][C:2]2=[N:3][CH:4]=1. The yield is 0.630. (3) The reactants are [CH2:1]([CH:3]1[C:16]2[C:11](=[CH:12][CH:13]=[CH:14][C:15]=2[CH3:17])[C:10]2[CH:9]=[CH:8][CH:7]=[CH:6][C:5]=2[N:4]1[S:18]([C:21]1[CH:26]=[CH:25][C:24]([O:27]C)=[CH:23][CH:22]=1)(=[O:20])=[O:19])[CH3:2].B(Cl)(Cl)Cl.ClCCl. The yield is 0.250. The product is [CH2:1]([CH:3]1[C:16]2[C:11](=[CH:12][CH:13]=[CH:14][C:15]=2[CH3:17])[C:10]2[CH:9]=[CH:8][CH:7]=[CH:6][C:5]=2[N:4]1[S:18]([C:21]1[CH:22]=[CH:23][C:24]([OH:27])=[CH:25][CH:26]=1)(=[O:20])=[O:19])[CH3:2]. The catalyst is [I-].C([N+](CCCC)(CCCC)CCCC)CCC. (4) The reactants are [C:1]([CH2:4][C@H:5]1[CH2:10][CH2:9][C@H:8]([O:11][C:12]([N:14]2[CH2:23][CH2:22][C:21]3[C:16](=[CH:17][CH:18]=[C:19]([NH:24][C:25]([NH:27][C:28]4[CH:33]=[CH:32][CH:31]=[CH:30][C:29]=4[F:34])=[O:26])[CH:20]=3)[CH2:15]2)=[O:13])[CH2:7][CH2:6]1)(O)=O.C1C=CC2N(O)N=NC=2C=1.CCN=C=NCCCN(C)C.[OH2:56].[NH3:57]. The catalyst is C(OCC)(=O)C.CN(C=O)C. The product is [C:1]([CH2:4][C@H:5]1[CH2:10][CH2:9][C@H:8]([O:11][C:12]([N:14]2[CH2:23][CH2:22][C:21]3[C:16](=[CH:17][CH:18]=[C:19]([NH:24][C:25]([NH:27][C:28]4[CH:33]=[CH:32][CH:31]=[CH:30][C:29]=4[F:34])=[O:26])[CH:20]=3)[CH2:15]2)=[O:13])[CH2:7][CH2:6]1)(=[O:56])[NH2:57]. The yield is 0.170.